Task: Predict the reactants needed to synthesize the given product.. Dataset: Full USPTO retrosynthesis dataset with 1.9M reactions from patents (1976-2016) (1) Given the product [Cl:18][C:4]1[CH:3]=[C:2]([CH2:19][CH3:20])[C:10]2[N:9]3[CH2:12][CH2:13][NH:14][C:15](=[O:16])[C:8]3=[C:7]([CH3:17])[C:6]=2[CH:5]=1, predict the reactants needed to synthesize it. The reactants are: Br[C:2]1[C:10]2[N:9]3C[CH2:12][CH2:13][NH:14][C:15](=[O:16])[C:8]3=[C:7]([CH3:17])[C:6]=2[CH:5]=[C:4]([Cl:18])[CH:3]=1.[CH2:19](B(O)O)[CH3:20]. (2) Given the product [C:55]([N:52]1[CH2:53][CH2:54][N:49]([CH2:48][CH2:47][O:24][C:21]2[CH:22]=[CH:23][C:18]([CH:15]3[CH2:16][CH2:17][N:12]([C:9]4[CH:10]=[CH:11][C:6]5[N:7]([C:3]([C:2]([F:1])([F:25])[F:26])=[N:4][N:5]=5)[N:8]=4)[CH2:13][CH2:14]3)=[CH:19][CH:20]=2)[CH2:50][CH2:51]1)(=[O:57])[CH3:56], predict the reactants needed to synthesize it. The reactants are: [F:1][C:2]([F:26])([F:25])[C:3]1[N:7]2[N:8]=[C:9]([N:12]3[CH2:17][CH2:16][CH:15]([C:18]4[CH:23]=[CH:22][C:21]([OH:24])=[CH:20][CH:19]=4)[CH2:14][CH2:13]3)[CH:10]=[CH:11][C:6]2=[N:5][N:4]=1.C1(P(C2C=CC=CC=2)C2C=CC=CC=2)C=CC=CC=1.O[CH2:47][CH2:48][N:49]1[CH2:54][CH2:53][N:52]([C:55](=[O:57])[CH3:56])[CH2:51][CH2:50]1.N(C(OC(C)C)=O)=NC(OC(C)C)=O. (3) Given the product [F:1][C:2]1[CH:7]=[CH:6][CH:5]=[CH:4][C:3]=1[N:8]1[C:16]2[C:11](=[C:12]([N:17]3[C:18](=[O:25])[C@H:19]4[CH2:20][N:21]([C:29](=[O:30])[CH2:28][C:27]([NH2:26])=[O:32])[CH2:22][C@H:23]4[CH2:24]3)[CH:13]=[CH:14][CH:15]=2)[CH:10]=[N:9]1, predict the reactants needed to synthesize it. The reactants are: [F:1][C:2]1[CH:7]=[CH:6][CH:5]=[CH:4][C:3]=1[N:8]1[C:16]2[C:11](=[C:12]([N:17]3[CH2:24][C@H:23]4[C@H:19]([CH2:20][NH:21][CH2:22]4)[C:18]3=[O:25])[CH:13]=[CH:14][CH:15]=2)[CH:10]=[N:9]1.[NH2:26][C:27](=[O:32])[CH2:28][C:29](O)=[O:30].C(N(C(C)C)C(C)C)C.F[P-](F)(F)(F)(F)F.CN(C(N1C2C(=NC=CC=2)[N+]([O-])=N1)=[N+](C)C)C.